From a dataset of Full USPTO retrosynthesis dataset with 1.9M reactions from patents (1976-2016). Predict the reactants needed to synthesize the given product. (1) Given the product [C:23]([C:19]1[CH:18]=[C:17]([C:6]2([NH:5][CH2:4][CH:3]([OH:27])[CH:2]([NH:1][C:37](=[O:39])[CH3:38])[CH2:28][C:29]3[CH:30]=[C:31]([F:36])[CH:32]=[C:33]([F:35])[CH:34]=3)[CH2:15][CH2:14][C:13]3[N:12]=[C:11]([CH3:16])[N:10]=[CH:9][C:8]=3[CH2:7]2)[CH:22]=[CH:21][CH:20]=1)([CH3:26])([CH3:25])[CH3:24], predict the reactants needed to synthesize it. The reactants are: [NH2:1][CH:2]([CH2:28][C:29]1[CH:34]=[C:33]([F:35])[CH:32]=[C:31]([F:36])[CH:30]=1)[CH:3]([OH:27])[CH2:4][NH:5][C:6]1([C:17]2[CH:22]=[CH:21][CH:20]=[C:19]([C:23]([CH3:26])([CH3:25])[CH3:24])[CH:18]=2)[CH2:15][CH2:14][C:13]2[N:12]=[C:11]([CH3:16])[N:10]=[CH:9][C:8]=2[CH2:7]1.[C:37](N(OC)C(=O)C)(=[O:39])[CH3:38]. (2) Given the product [Cl:1][C:2]1[CH:3]=[C:4]([C@@H:12]([CH2:28][CH:29]2[CH2:30][CH2:31][CH2:32][CH2:33]2)[C:13]([NH:15][C:16]2[CH:21]=[N:20][C:19]([CH2:22][CH2:23][CH2:24][N:25]([CH3:27])[CH3:26])=[CH:18][N:17]=2)=[O:14])[CH:5]=[CH:6][C:7]=1[S:8]([CH3:11])(=[O:9])=[O:10], predict the reactants needed to synthesize it. The reactants are: [Cl:1][C:2]1[CH:3]=[C:4]([C@@H:12]([CH2:28][CH:29]2[CH2:33][CH2:32][CH2:31][CH2:30]2)[C:13]([NH:15][C:16]2[CH:21]=[N:20][C:19]([C:22]#[C:23][CH2:24][N:25]([CH3:27])[CH3:26])=[CH:18][N:17]=2)=[O:14])[CH:5]=[CH:6][C:7]=1[S:8]([CH3:11])(=[O:10])=[O:9].[H][H]. (3) Given the product [NH2:34][C:24]1[C:25]([CH2:27][C@H:28]([OH:33])[C:29]([F:31])([F:32])[F:30])=[CH:26][C:21]([CH2:20][C@H:13]2[C@H:12]3[C@@H:17]([N:9]([CH2:8][C:7]4[CH:41]=[CH:42][CH:43]=[C:5]([C:1]([CH3:3])([CH3:2])[CH3:4])[CH:6]=4)[C:10](=[O:40])[O:11]3)[CH2:16][S:15](=[O:19])(=[O:18])[CH2:14]2)=[CH:22][C:23]=1[F:39], predict the reactants needed to synthesize it. The reactants are: [C:1]([C:5]1[CH:6]=[C:7]([CH:41]=[CH:42][CH:43]=1)[CH2:8][N:9]1[C@@H:17]2[C@H:12]([C@H:13]([CH2:20][C:21]3[CH:26]=[C:25]([CH2:27][C@H:28]([OH:33])[C:29]([F:32])([F:31])[F:30])[C:24]([N:34]=CN(C)C)=[C:23]([F:39])[CH:22]=3)[CH2:14][S:15](=[O:19])(=[O:18])[CH2:16]2)[O:11][C:10]1=[O:40])([CH3:4])([CH3:3])[CH3:2]. (4) Given the product [NH2:12][C:13]1[CH:20]=[C:19]([N:8]2[CH2:7][CH2:6][C:5]([CH2:4][N:2]([CH3:1])[CH3:3])([OH:11])[CH2:10][CH2:9]2)[C:16]([C:17]#[N:18])=[CH:15][N:14]=1, predict the reactants needed to synthesize it. The reactants are: [CH3:1][N:2]([CH2:4][C:5]1([OH:11])[CH2:10][CH2:9][NH:8][CH2:7][CH2:6]1)[CH3:3].[NH2:12][C:13]1[CH:20]=[C:19](F)[C:16]([C:17]#[N:18])=[CH:15][N:14]=1.C(N(CC)CC)C. (5) Given the product [F:1][C:2]1[C:3]([C:8]2([CH2:12][NH2:13])[CH2:11][CH2:10][CH2:9]2)=[N:4][CH:5]=[CH:6][CH:7]=1, predict the reactants needed to synthesize it. The reactants are: [F:1][C:2]1[C:3]([C:8]2([C:12]#[N:13])[CH2:11][CH2:10][CH2:9]2)=[N:4][CH:5]=[CH:6][CH:7]=1.[H-].[H-].[H-].[H-].[Li+].[Al+3]. (6) Given the product [N:1]1[CH:6]=[CH:5][N:4]=[CH:3][C:2]=1[C:7]([Cl:13])=[O:9], predict the reactants needed to synthesize it. The reactants are: [N:1]1[CH:6]=[CH:5][N:4]=[CH:3][C:2]=1[C:7]([OH:9])=O.C(Cl)(=O)C([Cl:13])=O. (7) Given the product [CH:1]([N:4]1[C:12]2[C:7](=[CH:8][C:9]([C:13]([OH:15])=[O:14])=[CH:10][CH:11]=2)[CH:6]=[N:5]1)([CH3:3])[CH3:2], predict the reactants needed to synthesize it. The reactants are: [CH:1]([N:4]1[C:12]2[C:7](=[CH:8][C:9]([C:13]([O:15]C)=[O:14])=[CH:10][CH:11]=2)[CH:6]=[N:5]1)([CH3:3])[CH3:2].[OH-].[Na+]. (8) Given the product [CH3:1][N:2]1[CH:6]=[C:5]([C:7]2[C:11]([CH3:12])=[C:10]([NH:13][C:14]([NH:43][CH2:42][C:40]3[CH:41]=[C:36]([CH2:35][O:34][CH3:33])[CH:37]=[CH:38][C:39]=3[C:44]([F:45])([F:46])[F:47])=[O:22])[N:9]([C:23]3[CH:24]=[CH:25][CH:26]=[CH:27][CH:28]=3)[N:8]=2)[CH:4]=[N:3]1, predict the reactants needed to synthesize it. The reactants are: [CH3:1][N:2]1[CH:6]=[C:5]([C:7]2[C:11]([CH3:12])=[C:10]([NH:13][C:14](=[O:22])OC3C=CC=CC=3)[N:9]([C:23]3[CH:28]=[CH:27][CH:26]=[CH:25][CH:24]=3)[N:8]=2)[CH:4]=[N:3]1.ClCCCl.[CH3:33][O:34][CH2:35][C:36]1[CH:37]=[CH:38][C:39]([C:44]([F:47])([F:46])[F:45])=[C:40]([CH2:42][NH2:43])[CH:41]=1.CCN(C(C)C)C(C)C.